Dataset: Full USPTO retrosynthesis dataset with 1.9M reactions from patents (1976-2016). Task: Predict the reactants needed to synthesize the given product. Given the product [Cl:1][C:2]1[CH:3]=[CH:4][C:5]([C:8]2[C:17]3[C:12](=[CH:13][CH:14]=[C:15]([C:18]([N:56]4[CH2:57][CH2:58][N:53]([CH3:52])[CH2:54][CH2:55]4)=[O:20])[CH:16]=3)[CH:11]=[N:10][CH:9]=2)=[CH:6][CH:7]=1, predict the reactants needed to synthesize it. The reactants are: [Cl:1][C:2]1[CH:7]=[CH:6][C:5]([C:8]2[C:17]3[C:12](=[CH:13][CH:14]=[C:15]([C:18]([OH:20])=O)[CH:16]=3)[CH:11]=[N:10][CH:9]=2)=[CH:4][CH:3]=1.F[B-](F)(F)F.N1(OC(N(C)C)=[N+](C)C)C2C=CC=CC=2N=N1.C(N(CC)C(C)C)(C)C.[CH3:52][N:53]1[CH2:58][CH2:57][NH:56][CH2:55][CH2:54]1.